This data is from Catalyst prediction with 721,799 reactions and 888 catalyst types from USPTO. The task is: Predict which catalyst facilitates the given reaction. (1) Reactant: [NH2:1][C:2]1[CH:11]=[CH:10][C:5]([C:6]([O:8][CH3:9])=[O:7])=[CH:4][C:3]=1[CH3:12].C(N(CC)CC)C.[Cl:20][CH2:21][CH2:22][O:23][CH2:24][CH2:25][C:26](Cl)=[O:27].O. Product: [Cl:20][CH2:21][CH2:22][O:23][CH2:24][CH2:25][C:26]([NH:1][C:2]1[CH:11]=[CH:10][C:5]([C:6]([O:8][CH3:9])=[O:7])=[CH:4][C:3]=1[CH3:12])=[O:27]. The catalyst class is: 1. (2) Reactant: O.[OH-].[Li+].O.[F:5][C:6]1[CH:7]=[C:8]2[C:12](=[CH:13][CH:14]=1)[N:11]([C:15]1[C:24]3[C:19](=[CH:20][CH:21]=[CH:22][CH:23]=3)[N:18]=[CH:17][CH:16]=1)[CH:10]=[C:9]2[C:25]([O:27]C)=[O:26].Cl. Product: [C:25]([C:9]1[C:8]2[C:12](=[CH:13][CH:14]=[C:6]([F:5])[CH:7]=2)[N:11]([C:15]2[C:24]3[C:19](=[CH:20][CH:21]=[CH:22][CH:23]=3)[N:18]=[CH:17][CH:16]=2)[CH:10]=1)([OH:27])=[O:26]. The catalyst class is: 7.